From a dataset of Reaction yield outcomes from USPTO patents with 853,638 reactions. Predict the reaction yield, written as a fraction of the theoretical maximum amount of product (1.0 means a 100% yield; for example, 0.34 means a 34% yield). (1) The yield is 0.520. The catalyst is CN(C=O)C.O. The reactants are [C:1]([C:3]1[CH:4]=[C:5]([CH:10]=[CH:11][C:12]=1[OH:13])[C:6]([O:8][CH3:9])=[O:7])#[N:2].CI.[C:16]([O-])([O-])=O.[K+].[K+]. The product is [C:1]([C:3]1[CH:4]=[C:5]([CH:10]=[CH:11][C:12]=1[O:13][CH3:16])[C:6]([O:8][CH3:9])=[O:7])#[N:2]. (2) The reactants are [NH2:1][C:2]1[CH:3]=[N:4][CH:5]=[C:6]([Br:9])[C:7]=1[OH:8].[Cl:10][C:11]1[CH:12]=[C:13]([CH2:18][S:19](Cl)(=[O:21])=[O:20])[CH:14]=[C:15]([Cl:17])[CH:16]=1. The catalyst is N1C=CC=CC=1.CN(C1C=CN=CC=1)C. The product is [Br:9][C:6]1[C:7]([OH:8])=[C:2]([NH:1][S:19]([CH2:18][C:13]2[CH:14]=[C:15]([Cl:17])[CH:16]=[C:11]([Cl:10])[CH:12]=2)(=[O:21])=[O:20])[CH:3]=[N:4][CH:5]=1. The yield is 0.150. (3) The reactants are [CH:1]1([C:6]([C:8]2[C:13]([O:14][CH3:15])=[CH:12][CH:11]=[CH:10][C:9]=2OS(C(F)(F)F)(=O)=O)=[O:7])[CH2:5][CH:4]=[CH:3][CH2:2]1.C(N(CC)CC)C.C([O-])(=O)C.[K+].C1(P(C2C=CC=CC=2)CCCP(C2C=CC=CC=2)C2C=CC=CC=2)C=CC=CC=1. The catalyst is CN(C=O)C.[Cl-].[Na+].O.C([O-])(=O)C.[Pd+2].C([O-])(=O)C. The product is [CH3:15][O:14][C:13]1[C:8]2[C:6](=[O:7])[CH:1]3[CH2:5][CH:4]([CH:3]=[CH:2]3)[C:9]=2[CH:10]=[CH:11][CH:12]=1. The yield is 0.470. (4) The reactants are Br[C:2]1[CH:7]=[C:6]([N+:8]([O-:10])=[O:9])[CH:5]=[CH:4][C:3]=1[F:11].[CH3:12][S:13][C:14]1[CH:19]=[CH:18][CH:17]=[CH:16][C:15]=1B(O)O.[F-].[K+].C(P(C(C)(C)C)C(C)(C)C)(C)(C)C. The catalyst is O1CCCC1.O1CCOCC1.C1C=CC(/C=C/C(/C=C/C2C=CC=CC=2)=O)=CC=1.C1C=CC(/C=C/C(/C=C/C2C=CC=CC=2)=O)=CC=1.C1C=CC(/C=C/C(/C=C/C2C=CC=CC=2)=O)=CC=1.[Pd].[Pd]. The product is [F:11][C:3]1[CH:4]=[CH:5][C:6]([N+:8]([O-:10])=[O:9])=[CH:7][C:2]=1[C:15]1[CH:16]=[CH:17][CH:18]=[CH:19][C:14]=1[S:13][CH3:12]. The yield is 0.990. (5) The reactants are [C:1]([O:5][C:6]([NH:8][CH:9]([C:29]([N:31]1[CH2:36][CH2:35][O:34][CH2:33][CH2:32]1)=[O:30])[CH2:10][C:11]1[CH:28]=[CH:27][C:14]([O:15][C:16]2[CH:21]=[CH:20][C:19]([CH2:22][CH2:23][C:24]([OH:26])=O)=[CH:18][CH:17]=2)=[CH:13][CH:12]=1)=[O:7])([CH3:4])([CH3:3])[CH3:2].ON1C2C=CC=CC=2N=N1.CCN=C=NCCCN(C)C.C(N(CC)CC)C.Cl.[CH2:66]([O:73][NH2:74])[C:67]1[CH:72]=[CH:71][CH:70]=[CH:69][CH:68]=1. The catalyst is CN(C=O)C. The product is [C:1]([O:5][C:6](=[O:7])[NH:8][CH:9]([CH2:10][C:11]1[CH:12]=[CH:13][C:14]([O:15][C:16]2[CH:17]=[CH:18][C:19]([CH2:22][CH2:23][C:24](=[O:26])[NH:74][O:73][CH2:66][C:67]3[CH:72]=[CH:71][CH:70]=[CH:69][CH:68]=3)=[CH:20][CH:21]=2)=[CH:27][CH:28]=1)[C:29]([N:31]1[CH2:36][CH2:35][O:34][CH2:33][CH2:32]1)=[O:30])([CH3:4])([CH3:2])[CH3:3]. The yield is 0.660. (6) The product is [CH3:1][CH2:2][C@@H:3]([C@H:5]([N:36]([C:38]([C@@H:40]([NH:44][C:45]([C@@H:47]([N:51]([CH3:53])[CH3:52])[CH:48]([CH3:50])[CH3:49])=[O:46])[CH:41]([CH3:43])[CH3:42])=[O:39])[CH3:37])[C@H:6]([O:34][CH3:35])[CH2:7][C:8]([N:10]1[C@H:14]([C@H:15]([O:32][CH3:33])[C@H:16]([C:18]([NH:20][C@H:21]([C:29]([OH:31])=[O:30])[CH2:22][C:23]2[CH:28]=[CH:27][CH:26]=[CH:25][CH:24]=2)=[O:19])[CH3:17])[CH2:13][CH2:12][CH2:11]1)=[O:9])[CH3:4].[OH:91][CH2:90][CH2:89][CH2:88][NH-:87]. The reactants are [CH3:1][CH2:2][C@@H:3]([C@H:5]([N:36]([C:38]([C@@H:40]([NH:44][C:45]([C@@H:47]([N:51]([CH3:53])[CH3:52])[CH:48]([CH3:50])[CH3:49])=[O:46])[CH:41]([CH3:43])[CH3:42])=[O:39])[CH3:37])[C@H:6]([O:34][CH3:35])[CH2:7][C:8]([N:10]1[C@H:14]([C@H:15]([O:32][CH3:33])[C@H:16]([C:18]([NH:20][C@H:21]([C:29]([OH:31])=[O:30])[CH2:22][C:23]2[CH:28]=[CH:27][CH:26]=[CH:25][CH:24]=2)=[O:19])[CH3:17])[CH2:13][CH2:12][CH2:11]1)=[O:9])[CH3:4].CN(C(ON1N=NC2C=CC=NC1=2)=[N+](C)C)C.F[P-](F)(F)(F)(F)F.C(N(C(C)C)CC)(C)C.[NH2:87][CH2:88][CH2:89][CH2:90][OH:91]. The yield is 0.680. The catalyst is CN(C=O)C. (7) The reactants are [CH2:1]([O:8][C:9]1[C:25]([O:26][CH3:27])=[CH:24][C:12]2[CH:13]=[C:14]3[C:19](=[CH:20][C:11]=2[CH:10]=1)[N:18]=[CH:17][C:16]([C:21]#[N:22])=[C:15]3Cl)[C:2]1[CH:7]=[CH:6][CH:5]=[CH:4][CH:3]=1.[Cl:28][C:29]1[CH:35]=[C:34]([F:36])[C:33]([O:37][CH3:38])=[CH:32][C:30]=1[NH2:31].C1(P(C2CCCCC2)C2C=CC=CC=2C2C=CC=CC=2N(C)C)CCCCC1.[O-]P([O-])([O-])=O.[K+].[K+].[K+]. The catalyst is COCCOC.C1C=CC(/C=C/C(/C=C/C2C=CC=CC=2)=O)=CC=1.C1C=CC(/C=C/C(/C=C/C2C=CC=CC=2)=O)=CC=1.C1C=CC(/C=C/C(/C=C/C2C=CC=CC=2)=O)=CC=1.[Pd].[Pd]. The product is [CH2:1]([O:8][C:9]1[C:25]([O:26][CH3:27])=[CH:24][C:12]2[CH:13]=[C:14]3[C:19](=[CH:20][C:11]=2[CH:10]=1)[N:18]=[CH:17][C:16]([C:21]#[N:22])=[C:15]3[NH:31][C:30]1[CH:32]=[C:33]([O:37][CH3:38])[C:34]([F:36])=[CH:35][C:29]=1[Cl:28])[C:2]1[CH:7]=[CH:6][CH:5]=[CH:4][CH:3]=1. The yield is 0.360.